This data is from Peptide-MHC class II binding affinity with 134,281 pairs from IEDB. The task is: Regression. Given a peptide amino acid sequence and an MHC pseudo amino acid sequence, predict their binding affinity value. This is MHC class II binding data. (1) The peptide sequence is TSGSPIVNRNGEVIG. The MHC is HLA-DQA10201-DQB10402 with pseudo-sequence HLA-DQA10201-DQB10402. The binding affinity (normalized) is 0.251. (2) The peptide sequence is TSGSPIVNRNGEVIG. The MHC is DRB1_0404 with pseudo-sequence DRB1_0404. The binding affinity (normalized) is 0.318. (3) The peptide sequence is YDKFLANVSTILTGK. The MHC is DRB1_0701 with pseudo-sequence DRB1_0701. The binding affinity (normalized) is 0.902. (4) The binding affinity (normalized) is 0.187. The peptide sequence is ITVVLHKTSEPGKYTA. The MHC is DRB1_1101 with pseudo-sequence DRB1_1101. (5) The peptide sequence is GAQLGELYYAIYKAS. The MHC is HLA-DPA10103-DPB10201 with pseudo-sequence HLA-DPA10103-DPB10201. The binding affinity (normalized) is 0.824. (6) The peptide sequence is GELQIVDTIDAAFKI. The MHC is DRB1_1501 with pseudo-sequence DRB1_1501. The binding affinity (normalized) is 0.570. (7) The peptide sequence is AIEQEGPEYW. The MHC is HLA-DQA10501-DQB10201 with pseudo-sequence HLA-DQA10501-DQB10201. The binding affinity (normalized) is 0.461. (8) The MHC is HLA-DQA10301-DQB10302 with pseudo-sequence HLA-DQA10301-DQB10302. The binding affinity (normalized) is 0.169. The peptide sequence is IIAGTPEVHAVKPGA. (9) The peptide sequence is IAKVPPGPNITATYG. The MHC is DRB1_0401 with pseudo-sequence DRB1_0401. The binding affinity (normalized) is 0.153.